From a dataset of Peptide-MHC class I binding affinity with 185,985 pairs from IEDB/IMGT. Regression. Given a peptide amino acid sequence and an MHC pseudo amino acid sequence, predict their binding affinity value. This is MHC class I binding data. The peptide sequence is VLAYMLFTK. The MHC is HLA-A11:01 with pseudo-sequence HLA-A11:01. The binding affinity (normalized) is 1.00.